Task: Predict the product of the given reaction.. Dataset: Forward reaction prediction with 1.9M reactions from USPTO patents (1976-2016) (1) Given the reactants [Li+].C[Si]([N-][Si](C)(C)C)(C)C.[O:11]=[C:12]1[CH2:17][CH2:16][CH:15]([O:18][CH2:19][CH:20]2[CH2:25][CH2:24][N:23]([C:26]([O:28][C:29]([CH3:32])([CH3:31])[CH3:30])=[O:27])[CH2:22][CH2:21]2)[CH2:14][CH2:13]1.[F:33][C:34]([F:53])([F:52])[S:35](N(C1C=CC=CC=1)[S:35]([C:34]([F:53])([F:52])[F:33])(=[O:37])=[O:36])(=[O:37])=[O:36], predict the reaction product. The product is: [F:33][C:34]([F:53])([F:52])[S:35]([O:11][C:12]1[CH2:17][CH2:16][CH:15]([O:18][CH2:19][CH:20]2[CH2:25][CH2:24][N:23]([C:26]([O:28][C:29]([CH3:32])([CH3:31])[CH3:30])=[O:27])[CH2:22][CH2:21]2)[CH2:14][CH:13]=1)(=[O:37])=[O:36]. (2) Given the reactants [CH:1]1([NH:7][C:8](=[O:31])[C:9]2[CH:14]=[C:13]([O:15][C:16]3[C:24]([CH3:25])=[CH:23][C:22]([N+:26]([O-:28])=[O:27])=[C:21]4[C:17]=3[CH2:18][CH2:19][CH2:20]4)[CH:12]=[CH:11][C:10]=2[O:29]C)[CH2:6][CH2:5][CH2:4][CH2:3][CH2:2]1.[I-].[Li+], predict the reaction product. The product is: [CH:1]1([NH:7][C:8](=[O:31])[C:9]2[CH:14]=[C:13]([O:15][C:16]3[C:24]([CH3:25])=[CH:23][C:22]([N+:26]([O-:28])=[O:27])=[C:21]4[C:17]=3[CH2:18][CH2:19][CH2:20]4)[CH:12]=[CH:11][C:10]=2[OH:29])[CH2:2][CH2:3][CH2:4][CH2:5][CH2:6]1.